Dataset: Reaction yield outcomes from USPTO patents with 853,638 reactions. Task: Predict the reaction yield, written as a fraction of the theoretical maximum amount of product (1.0 means a 100% yield; for example, 0.34 means a 34% yield). (1) The product is [CH3:1][N:2]1[CH2:7][CH2:6][N:5]([C:8]2[N:13]3[C:14]([CH:30]([OH:31])[CH3:32])=[C:15]([CH2:17][N:18]([CH3:29])[C@@H:19]4[C:28]5[N:27]=[CH:26][CH:25]=[CH:24][C:23]=5[CH2:22][CH2:21][CH2:20]4)[N:16]=[C:12]3[CH:11]=[CH:10][CH:9]=2)[CH2:4][CH2:3]1. The reactants are [CH3:1][N:2]1[CH2:7][CH2:6][N:5]([C:8]2[N:13]3[C:14]([CH:30]=[O:31])=[C:15]([CH2:17][N:18]([CH3:29])[C@@H:19]4[C:28]5[N:27]=[CH:26][CH:25]=[CH:24][C:23]=5[CH2:22][CH2:21][CH2:20]4)[N:16]=[C:12]3[CH:11]=[CH:10][CH:9]=2)[CH2:4][CH2:3]1.[CH3:32][Mg]Br. The catalyst is O1CCCC1.ClCCl. The yield is 0.560. (2) The reactants are [N:1]1([C:7]([O:9][C:10]([CH3:13])([CH3:12])[CH3:11])=[O:8])[CH2:6][CH2:5]S[CH2:3][CH2:2]1.ClC1C=CC=C(C(OO)=O)C=1.[S:25]([O-:29])([O-])(=[O:27])=S.[Na+].[Na+].C(N(CC)CC)C.C(OC([O-])=O)(OC(OC(C)(C)C)=O)=O. The catalyst is ClCCl. The product is [O:27]=[S:25]1(=[O:29])[CH2:5][CH2:6][N:1]([C:7]([O:9][C:10]([CH3:12])([CH3:11])[CH3:13])=[O:8])[CH2:2][CH2:3]1. The yield is 0.916.